Dataset: Forward reaction prediction with 1.9M reactions from USPTO patents (1976-2016). Task: Predict the product of the given reaction. (1) Given the reactants S(C1C=CC(C)=CC=1)(O[CH2:5][CH2:6][C:7]1[CH:12]=[CH:11][C:10]([N:13]([CH3:15])[CH3:14])=[CH:9][CH:8]=1)(=O)=O.C(=O)([O-])[O-].[Na+].[Na+].[I-].[Na+].[OH:31][C@@H:32]1[CH2:36][CH2:35][NH:34][CH2:33]1, predict the reaction product. The product is: [CH3:15][N:13]([CH3:14])[C:10]1[CH:9]=[CH:8][C:7]([CH2:6][CH2:5][N:34]2[CH2:35][CH2:36][C@@H:32]([OH:31])[CH2:33]2)=[CH:12][CH:11]=1. (2) Given the reactants [C:9](O[C:9]([O:11][C:12]([CH3:15])([CH3:14])[CH3:13])=[O:10])([O:11][C:12]([CH3:15])([CH3:14])[CH3:13])=[O:10].[NH:16]1[CH2:21][CH2:20][CH:19]([C:22]([OH:24])=[O:23])[CH2:18][CH2:17]1, predict the reaction product. The product is: [C:12]([O:11][C:9]([N:16]1[CH2:21][CH2:20][CH:19]([C:22]([OH:24])=[O:23])[CH2:18][CH2:17]1)=[O:10])([CH3:13])([CH3:14])[CH3:15].